This data is from Reaction yield outcomes from USPTO patents with 853,638 reactions. The task is: Predict the reaction yield, written as a fraction of the theoretical maximum amount of product (1.0 means a 100% yield; for example, 0.34 means a 34% yield). (1) The reactants are C[N:2](C)/[CH:3]=[CH:4]/[C:5]([C:7]1[C:12](=[O:13])[CH:11]=[CH:10][N:9]([C:14]2[CH:19]=[CH:18][CH:17]=[C:16]([C:20]([F:23])([F:22])[F:21])[CH:15]=2)[N:8]=1)=O.[F:25][C:26]1[CH:31]=[CH:30][CH:29]=[CH:28][C:27]=1[NH:32]N. No catalyst specified. The product is [F:25][C:26]1[CH:31]=[CH:30][CH:29]=[CH:28][C:27]=1[N:32]1[C:5]([C:7]2[C:12](=[O:13])[CH:11]=[CH:10][N:9]([C:14]3[CH:19]=[CH:18][CH:17]=[C:16]([C:20]([F:23])([F:22])[F:21])[CH:15]=3)[N:8]=2)=[CH:4][CH:3]=[N:2]1. The yield is 0.570. (2) The reactants are [CH3:1][C:2]1([CH3:45])[CH2:13][C:12]2[CH:11]=[C:10]3[N:5]([CH2:6][CH2:7][N:8]([C:15]4[C:20]([CH:21]=[O:22])=[C:19]([C:23]5[CH:28]=[C:27]([NH:29][C:30]6[CH:42]=[C:33]7[CH2:34][N:35]([CH:38]8[CH2:41][O:40][CH2:39]8)[CH2:36][CH2:37][N:32]7[N:31]=6)[C:26](=[O:43])[N:25]([CH3:44])[CH:24]=5)[CH:18]=[CH:17][N:16]=4)[C:9]3=[O:14])[C:4]=2[CH2:3]1.[BH4-].[Na+]. The catalyst is CO. The product is [OH:22][CH2:21][C:20]1[C:15]([N:8]2[CH2:7][CH2:6][N:5]3[C:4]4[CH2:3][C:2]([CH3:1])([CH3:45])[CH2:13][C:12]=4[CH:11]=[C:10]3[C:9]2=[O:14])=[N:16][CH:17]=[CH:18][C:19]=1[C:23]1[CH:28]=[C:27]([NH:29][C:30]2[CH:42]=[C:33]3[CH2:34][N:35]([CH:38]4[CH2:39][O:40][CH2:41]4)[CH2:36][CH2:37][N:32]3[N:31]=2)[C:26](=[O:43])[N:25]([CH3:44])[CH:24]=1. The yield is 0.500. (3) The reactants are C(OC(=O)[NH:7][CH:8]([CH3:16])[CH2:9][N:10]1[CH2:15][CH2:14][O:13][CH2:12][CH2:11]1)(C)(C)C.Cl. The catalyst is CO. The product is [CH3:16][C@H:8]([NH2:7])[CH2:9][N:10]1[CH2:15][CH2:14][O:13][CH2:12][CH2:11]1. The yield is 0.960. (4) The reactants are [OH:1][C:2]1[CH:3]=[C:4]2[C:8](=[CH:9][CH:10]=1)[NH:7][C:6]([C:11]([O-:13])=[O:12])=[CH:5]2.[C:14]1(P(C2C=CC=CC=2)C2C=CC=CC=2)C=CC=CC=1.N(C(OCC)=O)=NC(OCC)=O.O[CH2:46][C@@H:47]1[O:52][CH2:51][CH2:50][N:49]([C:53]([O:55][C:56]([CH3:59])([CH3:58])[CH3:57])=[O:54])[CH2:48]1. The catalyst is C(Cl)Cl. The product is [CH3:57][C:56]([O:55][C:53]([N:49]1[CH2:50][CH2:51][O:52][C@@H:47]([CH2:46][O:1][C:2]2[CH:3]=[C:4]3[C:8](=[CH:9][CH:10]=2)[NH:7][C:6]([C:11]([O:13][CH3:14])=[O:12])=[CH:5]3)[CH2:48]1)=[O:54])([CH3:59])[CH3:58]. The yield is 0.730. (5) The reactants are N1C=CN=C1CN1C(=O)COC2N=C(C3C=CC(C4(N)CCC4)=CC=3)C(C3C=CC=CC=3)=CC1=2.C(OC(=O)[NH:41][C:42]1([C:46]2[CH:51]=[CH:50][C:49]([C:52]3[C:53]([C:64]4[CH:69]=[CH:68][CH:67]=[CH:66][CH:65]=4)=[CH:54][C:55]4[NH:61][C:60](=[O:62])[CH2:59][CH2:58][NH:57][C:56]=4[N:63]=3)=[CH:48][CH:47]=2)[CH2:45][CH2:44][CH2:43]1)(C)(C)C. No catalyst specified. The product is [NH2:41][C:42]1([C:46]2[CH:47]=[CH:48][C:49]([C:52]3[C:53]([C:64]4[CH:69]=[CH:68][CH:67]=[CH:66][CH:65]=4)=[CH:54][C:55]4[NH:61][C:60](=[O:62])[CH2:59][CH2:58][NH:57][C:56]=4[N:63]=3)=[CH:50][CH:51]=2)[CH2:45][CH2:44][CH2:43]1. The yield is 0.730.